This data is from Peptide-MHC class II binding affinity with 134,281 pairs from IEDB. The task is: Regression. Given a peptide amino acid sequence and an MHC pseudo amino acid sequence, predict their binding affinity value. This is MHC class II binding data. (1) The peptide sequence is VVIQDNSDIKVVPRRKAKII. The MHC is HLA-DQA10102-DQB10602 with pseudo-sequence HLA-DQA10102-DQB10602. The binding affinity (normalized) is 0.138. (2) The peptide sequence is LGNVLINESFGVEPV. The MHC is DRB4_0101 with pseudo-sequence DRB4_0103. The binding affinity (normalized) is 0.332. (3) The peptide sequence is AGCQTYKWETFLTSE. The MHC is DRB1_0701 with pseudo-sequence DRB1_0701. The binding affinity (normalized) is 0.278. (4) The MHC is DRB1_0101 with pseudo-sequence DRB1_0101. The peptide sequence is IPIFFEEALNVALAV. The binding affinity (normalized) is 0.842.